Dataset: Forward reaction prediction with 1.9M reactions from USPTO patents (1976-2016). Task: Predict the product of the given reaction. Given the reactants Cl[S:2]([C:5]1[CH:6]=[C:7]2[C:11](=[CH:12][CH:13]=1)[NH:10][C:9](=[O:14])[CH2:8]2)(=[O:4])=[O:3].[CH:15]([NH2:18])([CH3:17])[CH3:16].N1C=CC=CC=1, predict the reaction product. The product is: [CH:15]([NH:18][S:2]([C:5]1[CH:6]=[C:7]2[C:11](=[CH:12][CH:13]=1)[NH:10][C:9](=[O:14])[CH2:8]2)(=[O:4])=[O:3])([CH3:17])[CH3:16].